This data is from Catalyst prediction with 721,799 reactions and 888 catalyst types from USPTO. The task is: Predict which catalyst facilitates the given reaction. (1) Reactant: [O:1]1[CH2:5][CH2:4][CH:3]([CH2:6][NH2:7])[CH2:2]1.[Cl-].[Na+].[OH-].[Na+].[CH3:12][NH:13][C:14](=[N:17][N+:18]([O-:20])=[O:19])OC.Cl. Product: [CH3:12][NH:13][C:14]([NH:7][CH2:6][CH:3]1[CH2:4][CH2:5][O:1][CH2:2]1)=[N:17][N+:18]([O-:20])=[O:19]. The catalyst class is: 6. (2) Reactant: [N:1]1([CH2:10][C:11]2[CH:27]=[CH:26][C:14]([C:15]([NH:17][C@H:18]([C:22]([O:24][CH3:25])=[O:23])[C@@H:19]([CH3:21])O)=[O:16])=[CH:13][CH:12]=2)[C:5]2[CH:6]=[CH:7][CH:8]=[CH:9][C:4]=2[N:3]=[CH:2]1.CC[N+](S(N=C(OC)[O-])(=O)=O)(CC)CC. Product: [N:1]1([CH2:10][C:11]2[CH:27]=[CH:26][C:14]([C:15]3[O:16][C:19]([CH3:21])=[C:18]([C:22]([O:24][CH3:25])=[O:23])[N:17]=3)=[CH:13][CH:12]=2)[C:5]2[CH:6]=[CH:7][CH:8]=[CH:9][C:4]=2[N:3]=[CH:2]1. The catalyst class is: 1. (3) Reactant: [CH2:1]([C:3]1[C:4](=[O:27])[N:5]([CH2:18][CH2:19][C:20]2[CH:25]=[CH:24][CH:23]=[CH:22][C:21]=2[F:26])[C:6]([C:10]2[CH:15]=[CH:14][CH:13]=[C:12]([F:16])[C:11]=2[OH:17])=[N:7][C:8]=1[CH3:9])[CH3:2].[CH2:28](Cl)[O:29][CH3:30]. Product: [CH2:1]([C:3]1[C:4](=[O:27])[N:5]([CH2:18][CH2:19][C:20]2[CH:25]=[CH:24][CH:23]=[CH:22][C:21]=2[F:26])[C:6]([C:10]2[CH:15]=[CH:14][CH:13]=[C:12]([F:16])[C:11]=2[O:17][CH2:28][O:29][CH3:30])=[N:7][C:8]=1[CH3:9])[CH3:2]. The catalyst class is: 317. (4) Reactant: C(O)C.[CH3:4][C:5]1[S:9][C:8]([C:10](OC)=[O:11])=[C:7]([NH:14][C:15]([NH2:17])=[O:16])[CH:6]=1.[OH-].[K+].Cl. Product: [OH:16][C:15]1[N:17]=[C:10]([OH:11])[C:8]2[S:9][C:5]([CH3:4])=[CH:6][C:7]=2[N:14]=1. The catalyst class is: 6.